From a dataset of Forward reaction prediction with 1.9M reactions from USPTO patents (1976-2016). Predict the product of the given reaction. (1) Given the reactants [O:1]1[C:5]2[CH:6]=[CH:7][C:8]([NH:10][C:11]([C:13]3[CH:17]=[CH:16][NH:15][N:14]=3)=[O:12])=[CH:9][C:4]=2[O:3][CH2:2]1.[CH2:18]1[O:26][C:25]2[CH:24]=[CH:23][C:22]([N:27]=[C:28]=[O:29])=[CH:21][C:20]=2[O:19]1, predict the reaction product. The product is: [O:26]1[C:25]2[CH:24]=[CH:23][C:22]([NH:27][C:28]([N:15]3[CH:16]=[CH:17][C:13]([C:11]([NH:10][C:8]4[CH:7]=[CH:6][C:5]5[O:1][CH2:2][O:3][C:4]=5[CH:9]=4)=[O:12])=[N:14]3)=[O:29])=[CH:21][C:20]=2[O:19][CH2:18]1. (2) Given the reactants [CH:1]1([N:7]=[C:8]=[O:9])[CH2:6][CH2:5][CH2:4][CH2:3][CH2:2]1.[NH2:10][CH2:11][CH2:12][CH2:13][N:14]1[CH2:18][CH2:17][CH2:16][CH2:15]1, predict the reaction product. The product is: [CH:1]1([NH:7][C:8]([NH:10][CH2:11][CH2:12][CH2:13][N:14]2[CH2:18][CH2:17][CH2:16][CH2:15]2)=[O:9])[CH2:6][CH2:5][CH2:4][CH2:3][CH2:2]1. (3) Given the reactants [CH3:1][N:2]([CH3:19])[CH2:3][CH2:4][N:5]1[CH2:11][CH2:10][CH2:9][C:8]2[NH:12][C:13]([CH:16]=O)=[C:14]([CH3:15])[C:7]=2[C:6]1=[O:18].[F:20][C:21]1[C:26]([F:27])=[CH:25][CH:24]=[CH:23][C:22]=1[C:28]1[CH:36]=[CH:35][CH:34]=[C:33]2[C:29]=1[CH2:30][C:31](=[O:37])[NH:32]2, predict the reaction product. The product is: [F:20][C:21]1[C:26]([F:27])=[CH:25][CH:24]=[CH:23][C:22]=1[C:28]1[CH:36]=[CH:35][CH:34]=[C:33]2[C:29]=1/[C:30](=[CH:16]/[C:13]1[NH:12][C:8]3[CH2:9][CH2:10][CH2:11][N:5]([CH2:4][CH2:3][N:2]([CH3:19])[CH3:1])[C:6](=[O:18])[C:7]=3[C:14]=1[CH3:15])/[C:31](=[O:37])[NH:32]2. (4) Given the reactants [Cl:1][C:2]1[CH:3]=[C:4]([N:23]([C@H:26]2[CH2:31][CH2:30][C@H:29]([N:32]([CH3:34])[CH3:33])[CH2:28][CH2:27]2)[CH2:24][CH3:25])[C:5]([CH3:22])=[C:6]([CH:21]=1)[C:7]([NH:9][CH2:10][C:11]1[C:12]([CH3:20])=[N:13][N:14]([CH2:18][CH3:19])[C:15]=1[O:16]C)=[O:8], predict the reaction product. The product is: [Cl:1][C:2]1[CH:3]=[C:4]([N:23]([C@H:26]2[CH2:31][CH2:30][C@H:29]([N:32]([CH3:33])[CH3:34])[CH2:28][CH2:27]2)[CH2:24][CH3:25])[C:5]([CH3:22])=[C:6]([CH:21]=1)[C:7]([NH:9][CH2:10][C:11]1[C:15](=[O:16])[N:14]([CH2:18][CH3:19])[NH:13][C:12]=1[CH3:20])=[O:8]. (5) Given the reactants Cl[C:2]1[CH:7]=[CH:6][C:5]([C:8]2[CH:13]=[CH:12][C:11]([Cl:14])=[CH:10][CH:9]=2)=[CH:4][C:3]=1[CH2:15][C:16]([NH:18][C:19]1([C:27]([O:29]C)=O)[CH2:24][CH2:23][C:22]([F:26])([F:25])[CH2:21][CH2:20]1)=[O:17].CN(C)C(=O)C.CC(C)([O-])C.[K+].[ClH:43], predict the reaction product. The product is: [Cl:43][C:2]1[CH:7]=[CH:6][C:5]([C:8]2[CH:9]=[CH:10][C:11]([Cl:14])=[CH:12][CH:13]=2)=[CH:4][C:3]=1[C:15]1[C:16](=[O:17])[NH:18][C:19]2([CH2:20][CH2:21][C:22]([F:25])([F:26])[CH2:23][CH2:24]2)[C:27]=1[OH:29]. (6) The product is: [CH3:1][O:2][C:3]1[CH:4]=[CH:5][C:6]2[NH:12][C:11](=[O:13])[N:10]([CH:14]3[CH2:19][CH2:18][N:17]([C:22]4[CH:27]=[C:26]([C:28]([C:30]5[CH:39]=[C:38]([CH3:40])[C:33]6[NH:34][C:35](=[O:37])[O:36][C:32]=6[CH:31]=5)=[O:29])[C:25]([CH3:41])=[CH:24][N:23]=4)[CH2:16][CH2:15]3)[CH2:9][CH2:8][C:7]=2[CH:20]=1. Given the reactants [CH3:1][O:2][C:3]1[CH:4]=[CH:5][C:6]2[NH:12][C:11](=[O:13])[N:10]([CH:14]3[CH2:19][CH2:18][NH:17][CH2:16][CH2:15]3)[CH2:9][CH2:8][C:7]=2[CH:20]=1.Cl[C:22]1[CH:27]=[C:26]([C:28]([C:30]2[CH:39]=[C:38]([CH3:40])[C:33]3[NH:34][C:35](=[O:37])[O:36][C:32]=3[CH:31]=2)=[O:29])[C:25]([CH3:41])=[CH:24][N:23]=1, predict the reaction product. (7) Given the reactants Cl([O-])=O.[Na+].P([O-])(O)(O)=[O:6].[Na+].CC(=CC)C.[C:16]([O:20][C:21]([N:23]1[CH2:26][CH:25]([O:27][C:28]2[CH:33]=[C:32]([F:34])[CH:31]=[CH:30][C:29]=2[CH:35]=[O:36])[CH2:24]1)=[O:22])([CH3:19])([CH3:18])[CH3:17], predict the reaction product. The product is: [C:16]([O:20][C:21]([N:23]1[CH2:26][CH:25]([O:27][C:28]2[CH:33]=[C:32]([F:34])[CH:31]=[CH:30][C:29]=2[C:35]([OH:6])=[O:36])[CH2:24]1)=[O:22])([CH3:19])([CH3:17])[CH3:18].